This data is from Peptide-MHC class II binding affinity with 134,281 pairs from IEDB. The task is: Regression. Given a peptide amino acid sequence and an MHC pseudo amino acid sequence, predict their binding affinity value. This is MHC class II binding data. (1) The peptide sequence is FFFLFNILTGKKITA. The MHC is DRB3_0101 with pseudo-sequence DRB3_0101. The binding affinity (normalized) is 0.433. (2) The peptide sequence is TATAAVGAATGAATA. The MHC is DRB1_0802 with pseudo-sequence DRB1_0802. The binding affinity (normalized) is 0.185. (3) The peptide sequence is YFLMAYANQIHHVDL. The MHC is H-2-IAb with pseudo-sequence H-2-IAb. The binding affinity (normalized) is 0.601.